From a dataset of NCI-60 drug combinations with 297,098 pairs across 59 cell lines. Regression. Given two drug SMILES strings and cell line genomic features, predict the synergy score measuring deviation from expected non-interaction effect. Drug 1: CC1=C2C(C(=O)C3(C(CC4C(C3C(C(C2(C)C)(CC1OC(=O)C(C(C5=CC=CC=C5)NC(=O)OC(C)(C)C)O)O)OC(=O)C6=CC=CC=C6)(CO4)OC(=O)C)OC)C)OC. Drug 2: CC1=C(C(=O)C2=C(C1=O)N3CC4C(C3(C2COC(=O)N)OC)N4)N. Cell line: CCRF-CEM. Synergy scores: CSS=45.2, Synergy_ZIP=-3.67, Synergy_Bliss=-7.23, Synergy_Loewe=-10.8, Synergy_HSA=-5.45.